From a dataset of Full USPTO retrosynthesis dataset with 1.9M reactions from patents (1976-2016). Predict the reactants needed to synthesize the given product. Given the product [OH:2][N:3]=[C:14]([C:13]1[CH:16]=[CH:17][CH:18]=[C:11]([CH2:10][OH:9])[CH:12]=1)[NH2:15], predict the reactants needed to synthesize it. The reactants are: Cl.[OH:2][NH2:3].C(=O)(O)[O-].[Na+].[OH:9][CH2:10][C:11]1[CH:12]=[C:13]([CH:16]=[CH:17][CH:18]=1)[C:14]#[N:15].